Predict the reactants needed to synthesize the given product. From a dataset of Full USPTO retrosynthesis dataset with 1.9M reactions from patents (1976-2016). (1) The reactants are: [N+](/[C:4](=[CH:15]/[CH2:16][CH2:17][CH2:18][CH2:19][CH2:20][CH2:21][CH2:22][CH3:23])/[CH2:5][CH2:6][CH2:7][CH2:8][CH2:9][CH2:10][CH2:11][C:12]([OH:14])=[O:13])([O-])=O.[N+](/C(/CCCCCCCC)=C/CCCCCCCC(O)=O)([O-])=O.[N+](C(CCCCCC/C=C\CCCCCCCC)C(O)=O)([O-])=O. Given the product [C:12]([OH:14])(=[O:13])[CH2:11][CH2:10][CH2:9][CH2:8][CH2:7][CH2:6][CH2:5]/[CH:4]=[CH:15]\[CH2:16][CH2:17][CH2:18][CH2:19][CH2:20][CH2:21][CH2:22][CH3:23], predict the reactants needed to synthesize it. (2) The reactants are: [Cl:1][C:2]1[C:13]([Cl:14])=[CH:12][CH:11]=[CH:10][C:3]=1[C:4]([NH:6][CH2:7][CH:8]=O)=[O:5].Cl.[NH2:16][OH:17].[C:18]([O-:21])(=O)C.[Na+]. Given the product [Cl:1][C:2]1[C:13]([Cl:14])=[CH:12][CH:11]=[CH:10][C:3]=1[C:4]([NH:6][CH2:7][CH2:8][N:16]([CH:18]=[O:21])[OH:17])=[O:5], predict the reactants needed to synthesize it. (3) Given the product [CH3:7][O:8][C:9](=[O:34])[CH2:10][CH2:11][CH2:12][CH2:13][CH2:14][NH:15][C:16]1[C:17]2[C:24]([C:25]3[CH:30]=[CH:29][C:28]([O:31][CH3:32])=[CH:27][CH:26]=3)=[C:23]([C:38]3[CH:39]=[CH:40][CH:41]=[CH:42][C:37]=3[CH2:35][CH3:36])[O:22][C:18]=2[N:19]=[CH:20][N:21]=1, predict the reactants needed to synthesize it. The reactants are: C(=O)([O-])[O-].[Na+].[Na+].[CH3:7][O:8][C:9](=[O:34])[CH2:10][CH2:11][CH2:12][CH2:13][CH2:14][NH:15][C:16]1[C:17]2[C:24]([C:25]3[CH:30]=[CH:29][C:28]([O:31][CH3:32])=[CH:27][CH:26]=3)=[C:23](Br)[O:22][C:18]=2[N:19]=[CH:20][N:21]=1.[CH2:35]([C:37]1[CH:42]=[CH:41][CH:40]=[CH:39][C:38]=1B(O)O)[CH3:36]. (4) Given the product [Cl:40][C:10]1[C:11]([Cl:39])=[C:12]([C:15]2[S:19][C:18]([C:20]3[O:21][C:22]([C:25]([OH:28])([CH3:27])[CH3:26])=[N:23][N:24]=3)=[N:17][C:16]=2[C:29]([N:31]2[CH2:32][CH2:33][C:34]([F:37])([F:38])[CH2:35][CH2:36]2)=[O:30])[CH:13]=[CH:14][C:9]=1[S:41]([Cl:45])(=[O:43])=[O:42], predict the reactants needed to synthesize it. The reactants are: C(S[C:9]1[CH:14]=[CH:13][C:12]([C:15]2[S:19][C:18]([C:20]3[O:21][C:22]([C:25]([OH:28])([CH3:27])[CH3:26])=[N:23][N:24]=3)=[N:17][C:16]=2[C:29]([N:31]2[CH2:36][CH2:35][C:34]([F:38])([F:37])[CH2:33][CH2:32]2)=[O:30])=[C:11]([Cl:39])[C:10]=1[Cl:40])C1C=CC=CC=1.[S:41]([Cl:45])(Cl)(=[O:43])=[O:42]. (5) Given the product [CH2:1]([O:8][C:9]1[N:14]=[CH:13][C:12]([C:15]2([OH:22])[CH2:20][CH2:19][CH:18]([N:23]3[CH2:26][CH:25]([NH:27][C:28]([CH2:30][NH:31][C:32](=[O:43])[C:33]4[CH:38]=[CH:37][CH:36]=[C:35]([C:39]([F:42])([F:40])[F:41])[CH:34]=4)=[O:29])[CH2:24]3)[CH2:17][CH2:16]2)=[CH:11][CH:10]=1)[C:2]1[CH:7]=[CH:6][CH:5]=[CH:4][CH:3]=1, predict the reactants needed to synthesize it. The reactants are: [CH2:1]([O:8][C:9]1[N:14]=[CH:13][C:12]([C:15]2([OH:22])[CH2:20][CH2:19][C:18](=O)[CH2:17][CH2:16]2)=[CH:11][CH:10]=1)[C:2]1[CH:7]=[CH:6][CH:5]=[CH:4][CH:3]=1.[NH:23]1[CH2:26][CH:25]([NH:27][C:28]([CH2:30][NH:31][C:32](=[O:43])[C:33]2[CH:38]=[CH:37][CH:36]=[C:35]([C:39]([F:42])([F:41])[F:40])[CH:34]=2)=[O:29])[CH2:24]1. (6) The reactants are: [C:1]([O:5][C:6]([N:8]1[C:16]2[C:11](=[CH:12][CH:13]=[CH:14][CH:15]=2)[C:10]([CH2:17][C@H:18]([NH2:26])[C:19]([O:21][C:22]([CH3:25])([CH3:24])[CH3:23])=[O:20])=[CH:9]1)=[O:7])([CH3:4])([CH3:3])[CH3:2].[CH3:27][O:28][C:29](=[O:40])[C:30](=[CH:35][CH:36]=[CH:37]OC)[C:31](OC)=[O:32].C[O-].[Na+]. Given the product [C:1]([O:5][C:6]([N:8]1[C:16]2[C:11](=[CH:12][CH:13]=[CH:14][CH:15]=2)[C:10]([CH2:17][C@@H:18]([C:19]([O:21][C:22]([CH3:25])([CH3:24])[CH3:23])=[O:20])[N:26]2[CH:37]=[CH:36][CH:35]=[C:30]([C:29]([O:28][CH3:27])=[O:40])[C:31]2=[O:32])=[CH:9]1)=[O:7])([CH3:3])([CH3:4])[CH3:2], predict the reactants needed to synthesize it. (7) Given the product [CH3:12][NH:13][S:2](=[O:11])(=[O:10])[O:1][C:5]1[CH:6]=[CH:7][CH:8]=[CH:9][C:4]=1[OH:3], predict the reactants needed to synthesize it. The reactants are: [O:1]1[C:5]2[CH:6]=[CH:7][CH:8]=[CH:9][C:4]=2[O:3][S:2]1(=[O:11])=[O:10].[CH3:12][NH2:13].